This data is from Full USPTO retrosynthesis dataset with 1.9M reactions from patents (1976-2016). The task is: Predict the reactants needed to synthesize the given product. (1) Given the product [CH2:1]([O:8][C:9]1[C:13]([CH2:14][C:15]([O:17][CH3:25])=[O:16])=[CH:12][N:11]([CH:18]2[CH2:23][CH2:22][CH2:21][CH2:20][CH2:19]2)[N:10]=1)[C:2]1[CH:3]=[CH:4][CH:5]=[CH:6][CH:7]=1, predict the reactants needed to synthesize it. The reactants are: [CH2:1]([O:8][C:9]1[C:13]([CH2:14][C:15]([OH:17])=[O:16])=[CH:12][N:11]([CH:18]2[CH2:23][CH2:22][CH2:21][CH2:20][CH2:19]2)[N:10]=1)[C:2]1[CH:7]=[CH:6][CH:5]=[CH:4][CH:3]=1.Cl.[CH3:25]O. (2) Given the product [C:21]1([N:20]([CH2:27][C:28]2[CH:29]=[CH:30][C:31]([NH:34][C:35]([C@@H:37]3[CH2:41][CH2:40][CH2:39][NH:38]3)=[O:36])=[CH:32][CH:33]=2)[CH2:19][C:18]2[CH:17]=[CH:16][C:15](/[CH:14]=[CH:13]/[C@@H:9]3[CH2:10][CH2:11][CH2:12][NH:8]3)=[CH:50][CH:49]=2)[CH:22]=[CH:23][CH:24]=[CH:25][CH:26]=1, predict the reactants needed to synthesize it. The reactants are: C(OC([N:8]1[CH2:12][CH2:11][CH2:10][C@H:9]1/[CH:13]=[CH:14]/[C:15]1[CH:50]=[CH:49][C:18]([CH2:19][N:20]([CH2:27][C:28]2[CH:33]=[CH:32][C:31]([NH:34][C:35]([C@@H:37]3[CH2:41][CH2:40][CH2:39][N:38]3C(OC(C)(C)C)=O)=[O:36])=[CH:30][CH:29]=2)[C:21]2[CH:26]=[CH:25][CH:24]=[CH:23][CH:22]=2)=[CH:17][CH:16]=1)=O)(C)(C)C.FC(F)(F)C(O)=O. (3) Given the product [F:21][C:22]1[CH:27]=[C:26]([F:28])[CH:25]=[CH:24][C:23]=1[CH2:29][CH2:30][NH:31][CH2:1][C:3]1[CH:18]=[CH:17][C:6]([O:7][C:8]2[CH:16]=[CH:15][C:11]([C:12]([NH2:14])=[O:13])=[CH:10][N:9]=2)=[C:5]([O:19][CH3:20])[CH:4]=1, predict the reactants needed to synthesize it. The reactants are: [CH:1]([C:3]1[CH:18]=[CH:17][C:6]([O:7][C:8]2[CH:16]=[CH:15][C:11]([C:12]([NH2:14])=[O:13])=[CH:10][N:9]=2)=[C:5]([O:19][CH3:20])[CH:4]=1)=O.[F:21][C:22]1[CH:27]=[C:26]([F:28])[CH:25]=[CH:24][C:23]=1[CH2:29][CH2:30][NH2:31].[BH4-].[Na+]. (4) Given the product [CH3:36][C:17]1[C:16]([NH:1][C@H:2]2[CH2:7][CH2:6][CH2:5][N:4]([C:8]([O:10][C:11]([CH3:14])([CH3:13])[CH3:12])=[O:9])[CH2:3]2)=[N:25][C:24]2[C:19]([N:18]=1)=[CH:20][CH:21]=[CH:22][C:23]=2[C:26]1[NH:34][C:33]2[CH2:32][CH2:31][NH:30][C:29](=[O:35])[C:28]=2[CH:27]=1, predict the reactants needed to synthesize it. The reactants are: [NH2:1][C@H:2]1[CH2:7][CH2:6][CH2:5][N:4]([C:8]([O:10][C:11]([CH3:14])([CH3:13])[CH3:12])=[O:9])[CH2:3]1.F[C:16]1[C:17]([CH3:36])=[N:18][C:19]2[C:24]([N:25]=1)=[C:23]([C:26]1[NH:34][C:33]3[CH2:32][CH2:31][NH:30][C:29](=[O:35])[C:28]=3[CH:27]=1)[CH:22]=[CH:21][CH:20]=2. (5) Given the product [Cl:25][C:18]1[C:19]([C:23]#[N:24])=[CH:20][CH:21]=[C:22]2[C:17]=1[CH:16]=[C:15]([CH:26]([F:28])[F:27])[N:14]2[CH2:13][C:11]1[O:12][C:8]([C:4]2[CH:5]=[N:6][CH:7]=[C:2]([C:29]#[N:30])[CH:3]=2)=[N:9][N:10]=1, predict the reactants needed to synthesize it. The reactants are: Br[C:2]1[CH:3]=[C:4]([C:8]2[O:12][C:11]([CH2:13][N:14]3[C:22]4[C:17](=[C:18]([Cl:25])[C:19]([C:23]#[N:24])=[CH:20][CH:21]=4)[CH:16]=[C:15]3[CH:26]([F:28])[F:27])=[N:10][N:9]=2)[CH:5]=[N:6][CH:7]=1.[CH3:29][N:30](C=O)C.